This data is from NCI-60 drug combinations with 297,098 pairs across 59 cell lines. The task is: Regression. Given two drug SMILES strings and cell line genomic features, predict the synergy score measuring deviation from expected non-interaction effect. (1) Synergy scores: CSS=-4.72, Synergy_ZIP=3.90, Synergy_Bliss=1.00, Synergy_Loewe=-6.60, Synergy_HSA=-5.23. Drug 2: CCN(CC)CCNC(=O)C1=C(NC(=C1C)C=C2C3=C(C=CC(=C3)F)NC2=O)C. Cell line: SK-MEL-28. Drug 1: CC1=C(C=C(C=C1)NC2=NC=CC(=N2)N(C)C3=CC4=NN(C(=C4C=C3)C)C)S(=O)(=O)N.Cl. (2) Drug 2: C1=CC(=CC=C1C#N)C(C2=CC=C(C=C2)C#N)N3C=NC=N3. Cell line: T-47D. Synergy scores: CSS=27.6, Synergy_ZIP=-3.08, Synergy_Bliss=-6.15, Synergy_Loewe=-7.36, Synergy_HSA=-6.02. Drug 1: C1=C(C(=O)NC(=O)N1)F. (3) Drug 1: CCCS(=O)(=O)NC1=C(C(=C(C=C1)F)C(=O)C2=CNC3=C2C=C(C=N3)C4=CC=C(C=C4)Cl)F. Drug 2: C1=CC=C(C=C1)NC(=O)CCCCCCC(=O)NO. Cell line: SK-MEL-5. Synergy scores: CSS=25.8, Synergy_ZIP=-7.51, Synergy_Bliss=-8.27, Synergy_Loewe=-10.1, Synergy_HSA=-6.53. (4) Drug 1: CC=C1C(=O)NC(C(=O)OC2CC(=O)NC(C(=O)NC(CSSCCC=C2)C(=O)N1)C(C)C)C(C)C. Drug 2: N.N.Cl[Pt+2]Cl. Cell line: NCI-H460. Synergy scores: CSS=80.9, Synergy_ZIP=3.98, Synergy_Bliss=3.78, Synergy_Loewe=3.39, Synergy_HSA=5.95. (5) Drug 1: CN(C)N=NC1=C(NC=N1)C(=O)N. Drug 2: CCN(CC)CCCC(C)NC1=C2C=C(C=CC2=NC3=C1C=CC(=C3)Cl)OC. Cell line: IGROV1. Synergy scores: CSS=17.6, Synergy_ZIP=-0.448, Synergy_Bliss=5.73, Synergy_Loewe=2.97, Synergy_HSA=4.54. (6) Drug 1: C1=NC2=C(N=C(N=C2N1C3C(C(C(O3)CO)O)O)F)N. Drug 2: CN1C(=O)N2C=NC(=C2N=N1)C(=O)N. Cell line: U251. Synergy scores: CSS=2.86, Synergy_ZIP=-4.98, Synergy_Bliss=-8.93, Synergy_Loewe=-4.29, Synergy_HSA=-5.78.